Dataset: Forward reaction prediction with 1.9M reactions from USPTO patents (1976-2016). Task: Predict the product of the given reaction. (1) Given the reactants [C@@H:1]([C@@H:5]([C:14](=[O:37])[N:15]([CH2:34][CH2:35][CH3:36])[C@@H:16]([CH:31]([CH3:33])[CH3:32])[CH2:17][C@H:18]([C:23]1[S:24][CH:25]=[C:26]([C:28]([OH:30])=O)[N:27]=1)[O:19][C:20](=[O:22])[CH3:21])[NH:6][C:7](=[O:13])[O:8][C:9]([CH3:12])([CH3:11])[CH3:10])([CH2:3][CH3:4])[CH3:2].CN(C(ON1N=NC2C=CC=NC1=2)=[N+](C)C)C.F[P-](F)(F)(F)(F)F.CCN(C(C)C)C(C)C.[NH2:71][C@@H:72]([CH2:80][C:81]1[CH:86]=[CH:85][CH:84]=[CH:83][CH:82]=1)[CH2:73][C:74]([CH3:79])([CH3:78])[C:75]([OH:77])=[O:76].C(O)(C(F)(F)F)=O, predict the reaction product. The product is: [C@@H:1]([C@@H:5]([C:14](=[O:37])[N:15]([CH2:34][CH2:35][CH3:36])[C@@H:16]([CH:31]([CH3:33])[CH3:32])[CH2:17][C@H:18]([C:23]1[S:24][CH:25]=[C:26]([C:28]([NH:71][C@@H:72]([CH2:80][C:81]2[CH:82]=[CH:83][CH:84]=[CH:85][CH:86]=2)[CH2:73][C:74]([CH3:79])([CH3:78])[C:75]([OH:77])=[O:76])=[O:30])[N:27]=1)[O:19][C:20](=[O:22])[CH3:21])[NH:6][C:7](=[O:13])[O:8][C:9]([CH3:10])([CH3:11])[CH3:12])([CH2:3][CH3:4])[CH3:2]. (2) Given the reactants Br.[Br:2][C:3]1[CH:4]=[C:5]([C:10]([C:15]2[CH:16]=[N:17][CH:18]=[CH:19][CH:20]=2)(O)[CH:11]([CH3:13])[CH3:12])[CH:6]=[C:7]([Cl:9])[CH:8]=1.O, predict the reaction product. The product is: [Br:2][C:3]1[CH:4]=[C:5]([C:10]([C:15]2[CH:16]=[N:17][CH:18]=[CH:19][CH:20]=2)=[C:11]([CH3:13])[CH3:12])[CH:6]=[C:7]([Cl:9])[CH:8]=1. (3) Given the reactants Cl.[NH2:2][C@@H:3]([CH2:8][CH2:9][CH2:10][NH:11][C:12]([O:14][C:15]([CH3:18])([CH3:17])[CH3:16])=[O:13])[C:4]([O:6][CH3:7])=[O:5].[Cl:19][C:20]1[CH:25]=[CH:24][C:23]([CH:26]([C:35]2[CH:40]=[CH:39][C:38]([Cl:41])=[CH:37][CH:36]=2)[C:27]2[S:31][C:30]([C:32](O)=[O:33])=[CH:29][CH:28]=2)=[CH:22][CH:21]=1.C(N(C(C)C)CC)(C)C.CN(C(ON1N=NC2C=CC=CC1=2)=[N+](C)C)C.F[P-](F)(F)(F)(F)F, predict the reaction product. The product is: [Cl:41][C:38]1[CH:39]=[CH:40][C:35]([CH:26]([C:23]2[CH:24]=[CH:25][C:20]([Cl:19])=[CH:21][CH:22]=2)[C:27]2[S:31][C:30]([C:32]([NH:2][C@@H:3]([CH2:8][CH2:9][CH2:10][NH:11][C:12]([O:14][C:15]([CH3:18])([CH3:17])[CH3:16])=[O:13])[C:4]([O:6][CH3:7])=[O:5])=[O:33])=[CH:29][CH:28]=2)=[CH:36][CH:37]=1. (4) The product is: [CH3:1][N:2]1[CH2:3][CH2:4][CH:5]([CH2:8][CH2:9][CH2:10][N:23]([C:24]([O:26][C:27]([CH3:30])([CH3:29])[CH3:28])=[O:25])[C:20](=[N:19][C:12]([O:14][C:15]([CH3:17])([CH3:18])[CH3:16])=[O:13])[S:21][CH3:22])[CH2:6][CH2:7]1. Given the reactants [CH3:1][N:2]1[CH2:7][CH2:6][CH:5]([CH2:8][CH2:9][CH2:10]O)[CH2:4][CH2:3]1.[C:12]([NH:19][C:20](=[N:23][C:24]([O:26][C:27]([CH3:30])([CH3:29])[CH3:28])=[O:25])[S:21][CH3:22])([O:14][C:15]([CH3:18])([CH3:17])[CH3:16])=[O:13].C1C=CC(P(C2C=CC=CC=2)C2C=CC=CC=2)=CC=1.CCOC(/N=N/C(OCC)=O)=O, predict the reaction product. (5) Given the reactants [N:1]1[N:2]([C:6]2[CH:7]=[C:8]([NH:12][C:13]3[C:18]([C:19]([NH2:21])=[O:20])=[CH:17][N:16]=[C:15]([NH:22][C@@H:23]4[CH2:28][CH2:27][CH2:26][C@H:25]([OH:29])[C@@H:24]4[NH2:30])[N:14]=3)[CH:9]=[CH:10][CH:11]=2)[N:3]=[CH:4][CH:5]=1.CCN(CC)CC.[CH3:38][C:39]([O:42][C:43](O[C:43]([O:42][C:39]([CH3:41])([CH3:40])[CH3:38])=[O:44])=[O:44])([CH3:41])[CH3:40], predict the reaction product. The product is: [N:1]1[N:2]([C:6]2[CH:7]=[C:8]([NH:12][C:13]3[C:18]([C:19](=[O:20])[NH2:21])=[CH:17][N:16]=[C:15]([NH:22][C@@H:23]4[CH2:28][CH2:27][CH2:26][C@H:25]([OH:29])[C@@H:24]4[NH:30][C:43](=[O:44])[O:42][C:39]([CH3:41])([CH3:40])[CH3:38])[N:14]=3)[CH:9]=[CH:10][CH:11]=2)[N:3]=[CH:4][CH:5]=1. (6) The product is: [CH2:15]([O:14][C@@H:5]([CH2:6][C:7]1[CH:8]=[CH:9][C:10]([OH:13])=[CH:11][CH:12]=1)[C:4]([OH:17])=[O:3])[CH3:16]. Given the reactants C([O:3][C:4](=[O:17])[CH:5]([O:14][CH2:15][CH3:16])[CH2:6][C:7]1[CH:12]=[CH:11][C:10]([OH:13])=[CH:9][CH:8]=1)C, predict the reaction product. (7) Given the reactants Cl[C:2]1[N:7]=[C:6]([C:8]2[S:12][C:11]([C:13]([CH3:16])([CH3:15])[CH3:14])=[N:10][C:9]=2[C:17]2[C:18]([F:35])=[C:19]([NH:23][S:24]([C:27]3[CH:32]=[C:31]([F:33])[CH:30]=[CH:29][C:28]=3[F:34])(=[O:26])=[O:25])[CH:20]=[CH:21][CH:22]=2)[CH:5]=[CH:4][N:3]=1.[NH2:36][CH2:37][CH2:38][NH:39][C:40](=[O:46])[O:41][C:42]([CH3:45])([CH3:44])[CH3:43], predict the reaction product. The product is: [F:34][C:28]1[CH:29]=[CH:30][C:31]([F:33])=[CH:32][C:27]=1[S:24]([NH:23][C:19]1[C:18]([F:35])=[C:17]([C:9]2[N:10]=[C:11]([C:13]([CH3:16])([CH3:15])[CH3:14])[S:12][C:8]=2[C:6]2[CH:5]=[CH:4][N:3]=[C:2]([NH:36][CH2:37][CH2:38][NH:39][C:40](=[O:46])[O:41][C:42]([CH3:44])([CH3:43])[CH3:45])[N:7]=2)[CH:22]=[CH:21][CH:20]=1)(=[O:26])=[O:25]. (8) Given the reactants FC(F)(F)S(O[C:7]1[CH:12]=[C:11]([O:13][C:14]([O:16][C:17]([CH3:20])([CH3:19])[CH3:18])=[O:15])[CH:10]=[CH:9][C:8]=1[C:21]1[CH:26]=[C:25]([O:27][CH3:28])[CH:24]=[CH:23][C:22]=1[F:29])(=O)=O.[CH3:32][Si:33]([CH3:41])([CH3:40])[O:34][C:35]([CH3:39])([C:37]#[CH:38])[CH3:36], predict the reaction product. The product is: [C:14](=[O:15])([O:13][C:11]1[CH:12]=[CH:7][C:8]([C:21]2[CH:26]=[C:25]([O:27][CH3:28])[CH:24]=[CH:23][C:22]=2[F:29])=[C:9]([C:38]#[C:37][C:35]([CH3:39])([O:34][Si:33]([CH3:41])([CH3:40])[CH3:32])[CH3:36])[CH:10]=1)[O:16][C:17]([CH3:20])([CH3:19])[CH3:18]. (9) Given the reactants [OH:1][C@H:2]1[CH2:7][CH2:6][C@H:5]([N:8]2[C:13](=[O:14])[C:12]([CH2:15][C:16]3[CH:21]=[CH:20][C:19]([C:22]4[C:23]([C:28]#[N:29])=[CH:24][CH:25]=[CH:26][CH:27]=4)=[CH:18][CH:17]=3)=[C:11]([CH2:30][CH2:31][CH3:32])[N:10]3[N:33]=[CH:34][N:35]=[C:9]23)[CH2:4][CH2:3]1.[N+](=[C:38]([CH2:44][CH:45]=[CH2:46])[C:39]([O:41][CH2:42][CH3:43])=[O:40])=[N-], predict the reaction product. The product is: [C:28]([C:23]1[CH:24]=[CH:25][CH:26]=[CH:27][C:22]=1[C:19]1[CH:20]=[CH:21][C:16]([CH2:15][C:12]2[C:13](=[O:14])[N:8]([C@H:5]3[CH2:6][CH2:7][C@H:2]([O:1][CH:38]([CH2:44][CH:45]=[CH2:46])[C:39]([O:41][CH2:42][CH3:43])=[O:40])[CH2:3][CH2:4]3)[C:9]3[N:10]([N:33]=[CH:34][N:35]=3)[C:11]=2[CH2:30][CH2:31][CH3:32])=[CH:17][CH:18]=1)#[N:29].